Dataset: Forward reaction prediction with 1.9M reactions from USPTO patents (1976-2016). Task: Predict the product of the given reaction. The product is: [OH:1][C@H:2]1[C@:6]([OH:8])([CH3:7])[C@H:5]([N:9]2[CH:14]=[CH:13][C:12]([NH:15][O:16][CH2:45][O:44][C:43]([O:47][CH:48]([CH3:50])[CH3:49])=[O:51])=[N:11][C:10]2=[O:17])[O:4][C@@H:3]1[CH2:18][O:19][P:20]([NH:29][C@@H:30]([CH3:36])[C:31]([O:33][CH2:34][CH3:35])=[O:32])([O:22][C:23]1[CH:28]=[CH:27][CH:26]=[CH:25][CH:24]=1)=[O:21]. Given the reactants [OH:1][C@H:2]1[C@:6]([OH:8])([CH3:7])[C@H:5]([N:9]2[CH:14]=[CH:13][C:12]([NH:15][OH:16])=[N:11][C:10]2=[O:17])[O:4][C@@H:3]1[CH2:18][O:19][P:20]([NH:29][C@@H:30]([CH3:36])[C:31]([O:33][CH2:34][CH3:35])=[O:32])([O:22][C:23]1[CH:28]=[CH:27][CH:26]=[CH:25][CH:24]=1)=[O:21].C([O-])([O-])=O.[Cs+].[Cs+].[C:43](=[O:51])([O:47][CH:48]([CH3:50])[CH3:49])[O:44][CH2:45]I.C(Cl)Cl, predict the reaction product.